Dataset: Catalyst prediction with 721,799 reactions and 888 catalyst types from USPTO. Task: Predict which catalyst facilitates the given reaction. Reactant: [F:1][C:2]([F:11])([F:10])[C:3]1[CH:4]=[C:5]([CH:7]=[CH:8][CH:9]=1)[NH2:6].C(=O)([O-])[O-].[K+].[K+].CN(C=O)C.Br[CH2:24][C:25]1[S:26][C:27]2[C:33]([C:34]3[CH:35]=[C:36]([CH:42]=[CH:43][CH:44]=3)[C:37]([O:39][CH2:40][CH3:41])=[O:38])=[CH:32][CH:31]=[CH:30][C:28]=2[CH:29]=1. Product: [F:1][C:2]([F:10])([F:11])[C:3]1[CH:4]=[C:5]([NH:6][CH2:24][C:25]2[S:26][C:27]3[C:33]([C:34]4[CH:35]=[C:36]([CH:42]=[CH:43][CH:44]=4)[C:37]([O:39][CH2:40][CH3:41])=[O:38])=[CH:32][CH:31]=[CH:30][C:28]=3[CH:29]=2)[CH:7]=[CH:8][CH:9]=1. The catalyst class is: 69.